This data is from Rat liver microsome stability data. The task is: Regression/Classification. Given a drug SMILES string, predict its absorption, distribution, metabolism, or excretion properties. Task type varies by dataset: regression for continuous measurements (e.g., permeability, clearance, half-life) or binary classification for categorical outcomes (e.g., BBB penetration, CYP inhibition). Dataset: rlm. (1) The drug is CCCCn1cnc(CN2CCN(c3cccc4[nH]c(-c5ccc(C(C)(C)C)cc5)nc34)CC2)c1C. The result is 0 (unstable in rat liver microsomes). (2) The compound is O=C1CCCC2=C1C(c1ncccc1Br)NC(Nc1nc3ccccc3o1)=N2. The result is 1 (stable in rat liver microsomes). (3) The compound is CN(C(=O)COC(=O)c1csc(NCc2ccccc2)n1)c1ccccc1. The result is 1 (stable in rat liver microsomes). (4) The result is 1 (stable in rat liver microsomes). The drug is C[C@]1(CO)CN(c2cc(C(=O)Nc3ccc4c(c3)-c3c(c(C(N)=O)nn3-c3ccc(F)cc3)CC4)c(Cl)cn2)C[C@@]1(C)CO. (5) The drug is Cc1c(Cl)c(-c2cccc3cc[nH]c23)cc2c1NC(C)(C)[C@H](O)[C@H]2C. The result is 1 (stable in rat liver microsomes).